This data is from Full USPTO retrosynthesis dataset with 1.9M reactions from patents (1976-2016). The task is: Predict the reactants needed to synthesize the given product. (1) Given the product [Cl:16][CH2:15][CH2:14][CH2:13][O:3][C:4]1[CH:11]=[CH:10][C:7]([CH:8]=[O:9])=[CH:6][CH:5]=1, predict the reactants needed to synthesize it. The reactants are: [H-].[Na+].[OH:3][C:4]1[CH:11]=[CH:10][C:7]([CH:8]=[O:9])=[CH:6][CH:5]=1.Br[CH2:13][CH2:14][CH2:15][Cl:16]. (2) The reactants are: [Cl:1][C:2]1[C:7]([C:8]2[C:9](=[O:22])[NH:10][C:11](=[O:21])[N:12]([CH2:14][CH2:15][CH:16](OC)[O:17]C)[CH:13]=2)=[CH:6][CH:5]=[CH:4][N:3]=1. Given the product [Cl:1][C:2]1[C:7]([C:8]2[C:9](=[O:22])[NH:10][C:11](=[O:21])[N:12]([CH2:14][CH2:15][CH:16]=[O:17])[CH:13]=2)=[CH:6][CH:5]=[CH:4][N:3]=1, predict the reactants needed to synthesize it. (3) Given the product [CH3:36][CH:35]([NH:38][C:39]([N:1]1[CH2:5][CH2:4][CH:3]([CH2:6][N:7]2[C:15]3[C:10](=[CH:11][CH:12]=[CH:13][CH:14]=3)[C:9]3([CH2:19][O:18][C:17]4[CH:20]=[C:21]5[C:25](=[CH:26][C:16]3=4)[CH2:24][CH2:23][O:22]5)[C:8]2=[O:27])[CH2:2]1)=[O:40])[CH3:37], predict the reactants needed to synthesize it. The reactants are: [NH:1]1[CH2:5][CH2:4][CH:3]([CH2:6][N:7]2[C:15]3[C:10](=[CH:11][CH:12]=[CH:13][CH:14]=3)[C:9]3([CH2:19][O:18][C:17]4[CH:20]=[C:21]5[C:25](=[CH:26][C:16]3=4)[CH2:24][CH2:23][O:22]5)[C:8]2=[O:27])[CH2:2]1.C(N(CC)CC)C.[CH:35]([N:38]=[C:39]=[O:40])([CH3:37])[CH3:36]. (4) Given the product [O:1]=[C:2]1[C:8](=[CH:9][O:10][S:34]([CH3:33])(=[O:36])=[O:35])[C:7](=[O:11])[N:6]([C:12]2[CH:13]=[CH:14][CH:15]=[CH:16][CH:17]=2)[CH:5]=[CH:4][N:3]1[CH2:18][C:19]([N:21]([CH:30]([CH3:32])[CH3:31])[C:22]1[CH:23]=[CH:24][C:25]([O:28][CH3:29])=[CH:26][CH:27]=1)=[O:20], predict the reactants needed to synthesize it. The reactants are: [O:1]=[C:2]1[C:8](=[CH:9][OH:10])[C:7](=[O:11])[N:6]([C:12]2[CH:17]=[CH:16][CH:15]=[CH:14][CH:13]=2)[CH:5]=[CH:4][N:3]1[CH2:18][C:19]([N:21]([CH:30]([CH3:32])[CH3:31])[C:22]1[CH:27]=[CH:26][C:25]([O:28][CH3:29])=[CH:24][CH:23]=1)=[O:20].[CH3:33][S:34](Cl)(=[O:36])=[O:35].C(N(C(C)C)CC)(C)C. (5) Given the product [CH:23]1([NH:29][C:2]2[C:3]3[S:22][CH2:21][CH2:20][C:4]=3[N:5]=[C:6]([N:8]3[CH2:13][CH2:12][N:11]([C:14]4[CH:19]=[CH:18][CH:17]=[CH:16][CH:15]=4)[CH2:10][CH2:9]3)[N:7]=2)[CH2:28][CH2:27][CH2:26][CH2:25][CH2:24]1, predict the reactants needed to synthesize it. The reactants are: Cl[C:2]1[C:3]2[S:22][CH2:21][CH2:20][C:4]=2[N:5]=[C:6]([N:8]2[CH2:13][CH2:12][N:11]([C:14]3[CH:19]=[CH:18][CH:17]=[CH:16][CH:15]=3)[CH2:10][CH2:9]2)[N:7]=1.[C:23]1([NH2:29])[CH:28]=[CH:27][CH:26]=[CH:25][CH:24]=1. (6) Given the product [CH:35]1([CH2:39][O:22][C:21]([C@@:19]23[CH2:18][N:17]([S:24]([C:27]4[CH:28]=[N:29][C:30]([O:33][CH3:34])=[CH:31][CH:32]=4)(=[O:25])=[O:26])[CH2:16][CH2:15][C:14]2=[CH:13][C:12]2[N:8]([C:5]4[CH:4]=[CH:3][C:2]([F:1])=[CH:7][CH:6]=4)[N:9]=[CH:10][C:11]=2[CH2:20]3)=[O:23])[CH2:38][CH2:37][CH2:36]1, predict the reactants needed to synthesize it. The reactants are: [F:1][C:2]1[CH:7]=[CH:6][C:5]([N:8]2[C:12]3[CH:13]=[C:14]4[C@:19]([C:21]([OH:23])=[O:22])([CH2:20][C:11]=3[CH:10]=[N:9]2)[CH2:18][N:17]([S:24]([C:27]2[CH:28]=[N:29][C:30]([O:33][CH3:34])=[CH:31][CH:32]=2)(=[O:26])=[O:25])[CH2:16][CH2:15]4)=[CH:4][CH:3]=1.[CH:35]1([CH2:39]Br)[CH2:38][CH2:37][CH2:36]1.